From a dataset of Peptide-MHC class I binding affinity with 185,985 pairs from IEDB/IMGT. Regression. Given a peptide amino acid sequence and an MHC pseudo amino acid sequence, predict their binding affinity value. This is MHC class I binding data. (1) The peptide sequence is CVMYASALV. The MHC is HLA-A02:01 with pseudo-sequence HLA-A02:01. The binding affinity (normalized) is 0.794. (2) The peptide sequence is KGMKIQHFK. The MHC is HLA-B15:01 with pseudo-sequence HLA-B15:01. The binding affinity (normalized) is 0.0847. (3) The peptide sequence is KVYINHPFM. The MHC is HLA-A30:01 with pseudo-sequence HLA-A30:01. The binding affinity (normalized) is 1.00.